Dataset: Reaction yield outcomes from USPTO patents with 853,638 reactions. Task: Predict the reaction yield, written as a fraction of the theoretical maximum amount of product (1.0 means a 100% yield; for example, 0.34 means a 34% yield). (1) The reactants are [CH:1]1([CH2:6][C@H:7]([N:16]2[CH2:20][C:19]([O:21][C:22]3[CH:27]=[CH:26][CH:25]=[CH:24][C:23]=3[O:28][CH3:29])=[CH:18][C:17]2=[O:30])[C:8]([NH:10][C:11]2SC=C[N:15]=2)=[O:9])[CH2:5][CH2:4][CH2:3][CH2:2]1.NC1[CH:36]=[CH:35][N:34]([CH2:37][C:38]([CH3:41])([OH:40])[CH3:39])N=1.F[P-](F)(F)(F)(F)F.N1(O[P+](N(C)C)(N(C)C)N(C)C)C2C=CC=CC=2N=N1.C(N(CC)C(C)C)(C)C. The catalyst is ClCCl. The product is [CH:1]1([CH2:6][C@H:7]([N:16]2[CH2:20][C:19]([O:21][C:22]3[CH:27]=[CH:26][CH:25]=[CH:24][C:23]=3[O:28][CH3:29])=[CH:18][C:17]2=[O:30])[C:8]([NH:10][C:11]2[CH:36]=[CH:35][N:34]([CH2:37][C:38]([OH:40])([CH3:41])[CH3:39])[N:15]=2)=[O:9])[CH2:2][CH2:3][CH2:4][CH2:5]1. The yield is 0.220. (2) The reactants are [C:1]([CH:3]([CH2:9][C:10](=O)[C:11]1[CH:16]=[CH:15][CH:14]=[CH:13][CH:12]=1)[C:4]([O:6][CH2:7][CH3:8])=[O:5])#[N:2].[ClH:18]. The catalyst is O1CCCC1. The product is [Cl:18][C:1]1[NH:2][C:10]([C:11]2[CH:16]=[CH:15][CH:14]=[CH:13][CH:12]=2)=[CH:9][C:3]=1[C:4]([O:6][CH2:7][CH3:8])=[O:5]. The yield is 0.790. (3) The reactants are Br[C:2]1[CH:3]=[C:4]([C:8]2[C:22]([C:23]3[CH:28]=[CH:27][N:26]=[C:25]([NH:29][CH:30]4[CH2:34][CH2:33][CH2:32][CH2:31]4)[N:24]=3)=[C:11]3[CH:12]=[CH:13][CH:14]=[C:15]([NH:16][CH:17]4[CH2:21][CH2:20][CH2:19][CH2:18]4)[N:10]3[N:9]=2)[CH:5]=[CH:6][CH:7]=1.[C:35]1(B(O)O)[CH:40]=[CH:39][CH:38]=[CH:37][CH:36]=1.C(=O)([O-])[O-].[K+].[K+].C1(P(C2C=CC=CC=2)C2C=CC=CC=2)C=CC=CC=1. The catalyst is CN(C)C=O.C([O-])(=O)C.[Pd+2].C([O-])(=O)C.O.C(OCC)(=O)C. The product is [C:2]1([C:35]2[CH:40]=[CH:39][CH:38]=[CH:37][CH:36]=2)[CH:7]=[CH:6][CH:5]=[C:4]([C:8]2[C:22]([C:23]3[CH:28]=[CH:27][N:26]=[C:25]([NH:29][CH:30]4[CH2:34][CH2:33][CH2:32][CH2:31]4)[N:24]=3)=[C:11]3[CH:12]=[CH:13][CH:14]=[C:15]([NH:16][CH:17]4[CH2:21][CH2:20][CH2:19][CH2:18]4)[N:10]3[N:9]=2)[CH:3]=1. The yield is 0.890.